Task: Predict the reaction yield, written as a fraction of the theoretical maximum amount of product (1.0 means a 100% yield; for example, 0.34 means a 34% yield).. Dataset: Reaction yield outcomes from USPTO patents with 853,638 reactions (1) The reactants are [Cl:1][C:2]1[CH:16]=[CH:15][C:5]2[N:6]([CH2:11][CH2:12][CH2:13]Cl)[C:7](=[O:10])[CH2:8][O:9][C:4]=2[CH:3]=1.C([O-])([O-])=O.[K+].[K+].[Na+].[I-].[CH2:25]([CH:29]1[CH2:34][CH2:33][NH:32][CH2:31][CH2:30]1)[CH2:26][CH2:27][CH3:28]. The catalyst is CCCCCCC.CCOC(C)=O. The product is [CH2:25]([CH:29]1[CH2:34][CH2:33][N:32]([CH2:13][CH2:12][CH2:11][N:6]2[C:5]3[CH:15]=[CH:16][C:2]([Cl:1])=[CH:3][C:4]=3[O:9][CH2:8][C:7]2=[O:10])[CH2:31][CH2:30]1)[CH2:26][CH2:27][CH3:28]. The yield is 0.900. (2) The reactants are [CH3:1][O:2][C:3]1[CH:8]=[CH:7][C:6]([CH2:9][C@H:10]([NH:15][C:16]([O:18]C2C=CC([N+]([O-])=O)=CC=2)=O)[C:11]([O:13][CH3:14])=[O:12])=[CH:5][CH:4]=1.C(N(C(C)C)CC)(C)C.Cl.Cl.[NH:39]1[CH:43]=[C:42]([CH2:44][NH2:45])[N:41]=[CH:40]1.O. The catalyst is CN(C)C=O. The product is [NH:39]1[CH:43]=[C:42]([CH2:44][NH:45][C:16](=[O:18])[NH:15][C@@H:10]([CH2:9][C:6]2[CH:5]=[CH:4][C:3]([O:2][CH3:1])=[CH:8][CH:7]=2)[C:11]([O:13][CH3:14])=[O:12])[N:41]=[CH:40]1. The yield is 0.630. (3) The reactants are [CH3:1][O:2][C:3]1[CH:16]=[CH:15][C:6]([CH2:7][N:8]2[CH:12]=[CH:11][C:10](C=O)=[N:9]2)=[CH:5][CH:4]=1.[H-].[Na+].N1C=CC([CH:24]=[O:25])=N1.COC1C=CC(CCl)=CC=1. The catalyst is CN(C=O)C.O. The product is [CH3:1][O:2][C:3]1[CH:4]=[CH:5][C:6]([CH2:7][N:8]2[C:12]([CH:24]=[O:25])=[CH:11][CH:10]=[N:9]2)=[CH:15][CH:16]=1. The yield is 0.123. (4) The reactants are [Cl:1][C:2]1[C:7]([CH:8]2[CH2:10][CH2:9]2)=[CH:6][C:5]([NH:11][CH2:12][C:13]([O:15]CC)=[O:14])=[C:4]([OH:18])[CH:3]=1.O1CCCC1.O[Li].O.Cl. The catalyst is O. The product is [Cl:1][C:2]1[C:7]([CH:8]2[CH2:10][CH2:9]2)=[CH:6][C:5]([NH:11][CH2:12][C:13]([OH:15])=[O:14])=[C:4]([OH:18])[CH:3]=1. The yield is 0.470. (5) The reactants are [N:1]12[CH2:8][CH2:7][C:4]([C:9]([C:17]3[CH:22]=[CH:21][CH:20]=[CH:19][CH:18]=3)([C:11]3[CH:16]=[CH:15][CH:14]=[CH:13][CH:12]=3)[OH:10])([CH2:5][CH2:6]1)[CH2:3][CH2:2]2.[Br:23][CH2:24][CH2:25][CH2:26][CH3:27]. The catalyst is CC#N. The product is [Br-:23].[CH2:24]([N+:1]12[CH2:6][CH2:5][C:4]([C:9]([OH:10])([C:17]3[CH:22]=[CH:21][CH:20]=[CH:19][CH:18]=3)[C:11]3[CH:12]=[CH:13][CH:14]=[CH:15][CH:16]=3)([CH2:3][CH2:2]1)[CH2:7][CH2:8]2)[CH2:25][CH2:26][CH3:27]. The yield is 0.707.